Dataset: Catalyst prediction with 721,799 reactions and 888 catalyst types from USPTO. Task: Predict which catalyst facilitates the given reaction. Reactant: [OH:1][C:2]1[CH:7]=[C:6]([CH3:8])O[C:4](=[O:9])[CH:3]=1.[CH2:10]([NH2:13])[CH:11]=[CH2:12]. Product: [CH2:10]([N:13]1[C:6]([CH3:8])=[CH:7][C:2]([OH:1])=[CH:3][C:4]1=[O:9])[CH:11]=[CH2:12]. The catalyst class is: 6.